From a dataset of Full USPTO retrosynthesis dataset with 1.9M reactions from patents (1976-2016). Predict the reactants needed to synthesize the given product. (1) Given the product [OH:2][C:3]1[CH:4]=[CH:5][C:6]2[S:10][CH:9]=[CH:8][C:7]=2[CH:11]=1, predict the reactants needed to synthesize it. The reactants are: C[O:2][C:3]1[CH:4]=[CH:5][C:6]2[S:10][CH:9]=[CH:8][C:7]=2[CH:11]=1.Cl.N1C=CC=CC=1. (2) Given the product [CH3:66][CH:65]([CH3:67])[C@H:61]([NH:60][C:58](=[O:59])[O:57][CH3:56])[C:62]([N:36]1[C@H:35]([C:33]2[NH:32][C:31]3[C:49]4[C:27]([CH:28]=[CH:29][C:30]=3[N:34]=2)=[CH:26][C:25]([C:22]2[CH:21]=[CH:20][C:19]([C:16]3[NH:15][C:14]([C@@H:10]5[CH2:11][CH2:12][CH2:13][N:9]5[C:7](=[O:8])[C@@H:6]([NH:5][C:3]([O:2][CH3:1])=[O:4])[CH:52]([CH3:54])[CH3:53])=[N:18][CH:17]=3)=[CH:24][CH:23]=2)=[CH:51][CH:50]=4)[C@@H:40]2[CH2:41][C@H:37]1[CH2:38][CH2:39]2)=[O:63], predict the reactants needed to synthesize it. The reactants are: [CH3:1][O:2][C:3]([NH:5][C@@H:6]([CH:52]([CH3:54])[CH3:53])[C:7]([N:9]1[CH2:13][CH2:12][CH2:11][C@H:10]1[C:14]1[NH:15][C:16]([C:19]2[CH:24]=[CH:23][C:22]([C:25]3[CH:26]=[C:27]4[C:49](=[CH:50][CH:51]=3)[C:31]3[NH:32][C:33]([C@@H:35]5[C@@H:40]6[CH2:41][C@@H:37]([CH2:38][CH2:39]6)[N:36]5C(OC(C)(C)C)=O)=[N:34][C:30]=3[CH:29]=[CH:28]4)=[CH:21][CH:20]=2)=[CH:17][N:18]=1)=[O:8])=[O:4].Cl.[CH3:56][O:57][C:58]([NH:60][C@@H:61]([CH:65]([CH3:67])[CH3:66])[C:62](O)=[O:63])=[O:59].CN(C(ON1N=NC2C=CC=NC1=2)=[N+](C)C)C.F[P-](F)(F)(F)(F)F.CCN(C(C)C)C(C)C. (3) Given the product [CH2:1]([O:8][C:9]1[CH:18]=[CH:17][C:12]([C:13]([O:15][CH3:16])=[O:14])=[C:11]([CH3:20])[N:10]=1)[C:2]1[CH:3]=[CH:4][CH:5]=[CH:6][CH:7]=1, predict the reactants needed to synthesize it. The reactants are: [CH2:1]([O:8][C:9]1[CH:18]=[CH:17][C:12]([C:13]([O:15][CH3:16])=[O:14])=[CH:11][N:10]=1)[C:2]1[CH:7]=[CH:6][CH:5]=[CH:4][CH:3]=1.Cl[C:20]1C=CC(C(OC)=O)=C(C)N=1. (4) The reactants are: [F-].C([N+](CCCC)(CCCC)CCCC)CCC.[O:19]1[CH:23]=[CH:22][C:21]([C:24]2[CH:25]=[C:26]3[C:30](=[CH:31][C:32]=2[C:33]2[CH:38]=[CH:37][C:36]([O:39][CH2:40][C:41]4[CH:46]=[CH:45][CH:44]=[CH:43][CH:42]=4)=[CH:35][CH:34]=2)[N:29](COCC[Si](C)(C)C)[N:28]=[C:27]3[NH:55][C:56](=[O:60])[CH2:57][CH2:58][CH3:59])=[CH:20]1.C(OCC)(=O)C. Given the product [O:19]1[CH:23]=[CH:22][C:21]([C:24]2[CH:25]=[C:26]3[C:30](=[CH:31][C:32]=2[C:33]2[CH:34]=[CH:35][C:36]([O:39][CH2:40][C:41]4[CH:46]=[CH:45][CH:44]=[CH:43][CH:42]=4)=[CH:37][CH:38]=2)[NH:29][N:28]=[C:27]3[NH:55][C:56](=[O:60])[CH2:57][CH2:58][CH3:59])=[CH:20]1, predict the reactants needed to synthesize it. (5) Given the product [CH3:38][O:39][C:40]([C:42]1[CH:47]=[CH:46][CH:45]=[CH:44][C:43]=1[NH:48][C:49]1[N:53]([C:54]2[CH:59]=[CH:58][CH:57]=[CH:56][C:55]=2[CH3:60])[N:52]=[C:51]([CH3:61])[C:50]=1[C:28]1[CH:33]=[CH:32][N:31]2[N:34]=[CH:35][N:36]=[C:30]2[CH:29]=1)=[O:41], predict the reactants needed to synthesize it. The reactants are: C1(P(C2CCCCC2)C2CCCCC2)CCCCC1.CC1(C)C(C)(C)OB([C:28]2[CH:33]=[CH:32][N:31]3[N:34]=[CH:35][N:36]=[C:30]3[CH:29]=2)O1.[CH3:38][O:39][C:40]([C:42]1[CH:47]=[CH:46][CH:45]=[CH:44][C:43]=1[NH:48][C:49]1[N:53]([C:54]2[CH:59]=[CH:58][CH:57]=[CH:56][C:55]=2[CH3:60])[N:52]=[C:51]([CH3:61])[C:50]=1Br)=[O:41].P([O-])([O-])([O-])=O.[K+].[K+].[K+]. (6) Given the product [CH3:16][Si:17]([CH3:31])([CH3:30])[CH2:18][CH2:19][O:20][CH2:21][N:22]1[C:26]([C:2]2[CH:3]=[CH:4][C:5]([O:8][C:9]3[CH:14]=[CH:13][C:12]([OH:15])=[CH:11][CH:10]=3)=[N:6][CH:7]=2)=[CH:25][CH:24]=[N:23]1, predict the reactants needed to synthesize it. The reactants are: Br[C:2]1[CH:3]=[CH:4][C:5]([O:8][C:9]2[CH:14]=[CH:13][C:12]([OH:15])=[CH:11][CH:10]=2)=[N:6][CH:7]=1.[CH3:16][Si:17]([CH3:31])([CH3:30])[CH2:18][CH2:19][O:20][CH2:21][N:22]1[C:26](B(O)O)=[CH:25][CH:24]=[N:23]1.O.CCOC(C)=O. (7) Given the product [OH:8][C@@H:9]1[CH2:17][C@@H:12]2[O:13][C:14](=[O:16])[CH2:15][C@@H:11]2[C@H:10]1[CH2:18][CH2:19][CH2:20][CH2:21][CH2:22][CH2:23][CH2:24][CH3:25], predict the reactants needed to synthesize it. The reactants are: [Si]([O:8][C@@H:9]1[CH2:17][C@@H:12]2[O:13][C:14](=[O:16])[CH2:15][C@@H:11]2[C@H:10]1[CH:18]=[CH:19][CH2:20][CH2:21][CH2:22][CH2:23][CH2:24][CH3:25])(C(C)(C)C)(C)C.